From a dataset of Reaction yield outcomes from USPTO patents with 853,638 reactions. Predict the reaction yield, written as a fraction of the theoretical maximum amount of product (1.0 means a 100% yield; for example, 0.34 means a 34% yield). (1) The reactants are C([O:8][C:9]1[N:14]=[CH:13][C:12]([C:15]2[CH:20]=[CH:19][C:18]([CH2:21][C:22]([NH:24][C:25]3[CH:30]=[CH:29][C:28]([O:31][CH2:32][CH2:33][O:34]CC4C=CC=CC=4)=[C:27]([C:42]([F:45])([F:44])[F:43])[CH:26]=3)=[O:23])=[C:17]([F:46])[CH:16]=2)=[C:11]([O:47][CH2:48][CH3:49])[CH:10]=1)C1C=CC=CC=1. The catalyst is CO.[Pd]. The product is [CH2:48]([O:47][C:11]1[C:12]([C:15]2[CH:20]=[CH:19][C:18]([CH2:21][C:22]([NH:24][C:25]3[CH:30]=[CH:29][C:28]([O:31][CH2:32][CH2:33][OH:34])=[C:27]([C:42]([F:44])([F:45])[F:43])[CH:26]=3)=[O:23])=[C:17]([F:46])[CH:16]=2)=[CH:13][NH:14][C:9](=[O:8])[CH:10]=1)[CH3:49]. The yield is 0.388. (2) The reactants are [Cl:1][C:2]1[CH:3]=[C:4]([C:9]2[CH:10]=[C:11]([CH2:15]O)[CH:12]=[N:13][CH:14]=2)[CH:5]=[CH:6][C:7]=1[Cl:8].S(Cl)([Cl:19])=O. No catalyst specified. The product is [ClH:1].[Cl:19][CH2:15][C:11]1[CH:12]=[N:13][CH:14]=[C:9]([C:4]2[CH:5]=[CH:6][C:7]([Cl:8])=[C:2]([Cl:1])[CH:3]=2)[CH:10]=1. The yield is 0.980. (3) The reactants are [OH:1][C:2]1[CH:9]=[C:8]([O:10][CH2:11][C:12]2[CH:17]=[CH:16][CH:15]=[CH:14][CH:13]=2)[CH:7]=[CH:6][C:3]=1[CH:4]=[O:5].[H-].[Na+].[CH2:20](Br)[CH:21]=[CH2:22]. The catalyst is CN(C)C=O. The product is [CH2:22]([O:1][C:2]1[CH:9]=[C:8]([O:10][CH2:11][C:12]2[CH:17]=[CH:16][CH:15]=[CH:14][CH:13]=2)[CH:7]=[CH:6][C:3]=1[CH:4]=[O:5])[CH:21]=[CH2:20]. The yield is 1.00. (4) The reactants are Br[C:2]1[N:3]([CH2:22][C:23]2[CH:28]=[CH:27][CH:26]=[C:25]([CH2:29][C:30]([O:32][CH3:33])=[O:31])[CH:24]=2)[C:4]2[C:9]([N:10]=1)=[C:8]([NH2:11])[N:7]=[C:6]([O:12][CH2:13][CH2:14][S:15][C:16]1[CH:21]=[CH:20][CH:19]=[CH:18][CH:17]=1)[N:5]=2.CO.Cl.C(=O)([O-])[OH:38].[Na+]. The catalyst is O. The product is [OH:38][C:2]1[N:3]([CH2:22][C:23]2[CH:28]=[CH:27][CH:26]=[C:25]([CH2:29][C:30]([O:32][CH3:33])=[O:31])[CH:24]=2)[C:4]2[C:9]([N:10]=1)=[C:8]([NH2:11])[N:7]=[C:6]([O:12][CH2:13][CH2:14][S:15][C:16]1[CH:21]=[CH:20][CH:19]=[CH:18][CH:17]=1)[N:5]=2. The yield is 0.720.